Dataset: Peptide-MHC class II binding affinity with 134,281 pairs from IEDB. Task: Regression. Given a peptide amino acid sequence and an MHC pseudo amino acid sequence, predict their binding affinity value. This is MHC class II binding data. (1) The peptide sequence is LKIVRNMEKYQLAVT. The MHC is DRB1_1302 with pseudo-sequence DRB1_1302. The binding affinity (normalized) is 0.655. (2) The peptide sequence is GVWAPFNVLKVIRSE. The MHC is DRB4_0101 with pseudo-sequence DRB4_0103. The binding affinity (normalized) is 0.548. (3) The peptide sequence is LPRPPATPPPPPPPQ. The binding affinity (normalized) is 0. The MHC is HLA-DPA10201-DPB10101 with pseudo-sequence HLA-DPA10201-DPB10101. (4) The peptide sequence is NGEEYLILSARDVLA. The MHC is DRB1_1501 with pseudo-sequence DRB1_1501. The binding affinity (normalized) is 0.204. (5) The peptide sequence is FEAAFNDAIKASTGG. The MHC is HLA-DQA10301-DQB10302 with pseudo-sequence HLA-DQA10301-DQB10302. The binding affinity (normalized) is 0.222. (6) The peptide sequence is HGDGLGFLLDAAIRI. The MHC is DRB1_0405 with pseudo-sequence DRB1_0405. The binding affinity (normalized) is 0.790.